This data is from Full USPTO retrosynthesis dataset with 1.9M reactions from patents (1976-2016). The task is: Predict the reactants needed to synthesize the given product. (1) The reactants are: C([O:8][C:9]1[CH:14]=[CH:13][C:12]([C:15]([C:17]2[C:22]([C:23]3[N:27]=[C:26]([CH3:28])[O:25][N:24]=3)=[CH:21][C:20]([O:29][CH3:30])=[C:19]([OH:31])[C:18]=2[N+:32]([O-:34])=[O:33])=[O:16])=[CH:11][CH:10]=1)C1C=CC=CC=1. Given the product [OH:31][C:19]1[C:18]([N+:32]([O-:34])=[O:33])=[C:17]([C:15]([C:12]2[CH:13]=[CH:14][C:9]([OH:8])=[CH:10][CH:11]=2)=[O:16])[C:22]([C:23]2[N:27]=[C:26]([CH3:28])[O:25][N:24]=2)=[CH:21][C:20]=1[O:29][CH3:30], predict the reactants needed to synthesize it. (2) The reactants are: [Br:1][C:2]1[N:6]2[CH:7]=[CH:8][N:9]=[C:10](Cl)[C:5]2=[N:4][CH:3]=1.[CH3:12][NH2:13]. Given the product [Br:1][C:2]1[N:6]2[CH:7]=[CH:8][N:9]=[C:10]([NH:13][CH3:12])[C:5]2=[N:4][CH:3]=1, predict the reactants needed to synthesize it. (3) Given the product [Br:38][C:39]1[N:40]=[CH:41][C:42]([C:26]2[CH:27]=[CH:28][C:22]3[N:21]=[C:20]([C@@H:4]4[CH2:5][N:6]5[C:14]6[CH:13]([C@@H:12]([NH:15][C:16](=[O:19])[O:17][CH3:18])[CH2:11][CH2:10][C:9]=6[CH:8]=[CH:7]5)[C:2](=[O:1])[CH2:3]4)[NH:24][C:23]=3[CH:25]=2)=[CH:43][CH:44]=1, predict the reactants needed to synthesize it. The reactants are: [O:1]=[C:2]1[CH:13]2[C:14]3[N:6]([CH:7]=[CH:8][C:9]=3[CH2:10][CH2:11][C@@H:12]2[NH:15][C:16](=[O:19])[O:17][CH3:18])[CH2:5][C@@H:4]([C:20]2[NH:24][C:23]3[CH:25]=[C:26](B4OC(C)(C)C(C)(C)O4)[CH:27]=[CH:28][C:22]=3[N:21]=2)[CH2:3]1.[Br:38][C:39]1[CH:44]=[CH:43][C:42](Br)=[CH:41][N:40]=1.C(=O)(O)O.[Na]. (4) Given the product [F:1][C:2]1[C:7]([F:8])=[CH:6][C:5]([N+:9]([O-:11])=[O:10])=[CH:4][C:3]=1[C@:12]12[CH2:20][O:19][C@H:18]([C:21]([F:22])([F:23])[F:24])[C@H:17]1[CH2:16][S:15][C:14]([NH:25][C:26](=[O:27])[O:28][C:29]([CH3:32])([CH3:31])[CH3:30])=[N:13]2, predict the reactants needed to synthesize it. The reactants are: [F:1][C:2]1[C:7]([F:8])=[CH:6][C:5]([N+:9]([O-:11])=[O:10])=[CH:4][C:3]=1[C@:12]12[CH2:20][O:19][C@H:18]([C:21]([F:24])([F:23])[F:22])[C@H:17]1[CH2:16][S:15][C:14]([NH2:25])=[N:13]2.[C:26](O[C:26]([O:28][C:29]([CH3:32])([CH3:31])[CH3:30])=[O:27])([O:28][C:29]([CH3:32])([CH3:31])[CH3:30])=[O:27].C(=O)(O)[O-].[Na+]. (5) Given the product [NH2:35][C:33]1[C:34]2[C:26]([CH3:25])=[N:27][N:28]([CH:9]([C:5]3[C:4]([O:12][CH3:13])=[C:3]([CH:14]4[CH2:15][N:16]([C:18]([O:20][C:21]([CH3:22])([CH3:24])[CH3:23])=[O:19])[CH2:17]4)[C:2]([Cl:1])=[C:7]([Cl:8])[CH:6]=3)[CH3:10])[C:29]=2[CH:46]=[N:45][CH:44]=1, predict the reactants needed to synthesize it. The reactants are: [Cl:1][C:2]1[C:7]([Cl:8])=[CH:6][C:5]([CH:9](Cl)[CH3:10])=[C:4]([O:12][CH3:13])[C:3]=1[CH:14]1[CH2:17][N:16]([C:18]([O:20][C:21]([CH3:24])([CH3:23])[CH3:22])=[O:19])[CH2:15]1.[CH3:25][C:26]1[C:34]2[C:29](=NC=N[C:33]=2[NH2:35])[NH:28][N:27]=1.C(=O)([O-])[O-].[Cs+].[Cs+].[I-].[K+].[CH3:44][N:45](C)[CH:46]=O.